This data is from Forward reaction prediction with 1.9M reactions from USPTO patents (1976-2016). The task is: Predict the product of the given reaction. Given the reactants [Cl:1][C:2]1[CH:3]=[C:4]([C@@H:13]2[C@@H:18]([C:19]3[CH:24]=[CH:23][C:22]([Cl:25])=[CH:21][CH:20]=3)[N:17]([CH2:26][CH:27]3[CH2:29][CH2:28]3)[C:16](=[O:30])[C@@H:15]([CH2:31][C:32]([O:34]C(C)(C)C)=[O:33])[O:14]2)[CH:5]=[C:6]([C:8]2[CH:9]=[N:10][NH:11][CH:12]=2)[CH:7]=1.ClC1C=C([C@@H]2[C@@H](C3C=CC(Cl)=CC=3)N(CC3CC3)C(=O)[C@H](CC(OC(C)(C)C)=O)O2)C=C(C2C=NNC=2)C=1.C(O)(C(F)(F)F)=O, predict the reaction product. The product is: [Cl:1][C:2]1[CH:3]=[C:4]([C@@H:13]2[C@@H:18]([C:19]3[CH:24]=[CH:23][C:22]([Cl:25])=[CH:21][CH:20]=3)[N:17]([CH2:26][CH:27]3[CH2:29][CH2:28]3)[C:16](=[O:30])[C@@H:15]([CH2:31][C:32]([OH:34])=[O:33])[O:14]2)[CH:5]=[C:6]([C:8]2[CH:9]=[N:10][NH:11][CH:12]=2)[CH:7]=1.